From a dataset of Full USPTO retrosynthesis dataset with 1.9M reactions from patents (1976-2016). Predict the reactants needed to synthesize the given product. (1) Given the product [C:10]([C:7]([C:4]([C:1]([CH2:14][C:15]([CH2:18][C:19]([CH2:22][CH2:23][OH:28])([F:21])[F:20])([F:17])[F:16])([F:3])[F:2])([F:6])[F:5])([F:9])[F:8])([F:13])([F:12])[F:11], predict the reactants needed to synthesize it. The reactants are: [C:1]([CH2:14][C:15]([CH2:18][C:19]([CH2:22][CH2:23]I)([F:21])[F:20])([F:17])[F:16])([C:4]([C:7]([C:10]([F:13])([F:12])[F:11])([F:9])[F:8])([F:6])[F:5])([F:3])[F:2].CNC=[O:28].O. (2) Given the product [C:1]1([C@H:7]([NH:10][C:11]([C:13]2[CH:14]=[C:15]([C:22]([OH:27])=[O:28])[N:16]3[CH2:21][CH2:20][O:19][CH2:18][C:17]=23)=[O:12])[CH2:8][CH3:9])[CH:6]=[CH:5][CH:4]=[CH:3][CH:2]=1, predict the reactants needed to synthesize it. The reactants are: [C:1]1([C@H:7]([NH:10][C:11]([C:13]2[CH:14]=[C:15]([C:22](=[O:27])C(Cl)(Cl)Cl)[N:16]3[CH2:21][CH2:20][O:19][CH2:18][C:17]=23)=[O:12])[CH2:8][CH3:9])[CH:6]=[CH:5][CH:4]=[CH:3][CH:2]=1.[OH2:28].[OH-].[Na+]. (3) Given the product [CH3:17][O:16][C:12]1[C:11]2[C:7]([C:37]3[CH:38]=[C:39]([C:42]([O:44][CH3:45])=[O:43])[S:40][CH:41]=3)=[N:8][N:9]([CH2:18][C:19]3[CH:20]=[CH:21][C:22]([O:25][CH3:26])=[CH:23][CH:24]=3)[C:10]=2[CH:15]=[CH:14][N:13]=1, predict the reactants needed to synthesize it. The reactants are: FC(F)(F)S(O[C:7]1[C:11]2[C:12]([O:16][CH3:17])=[N:13][CH:14]=[CH:15][C:10]=2[N:9]([CH2:18][C:19]2[CH:24]=[CH:23][C:22]([O:25][CH3:26])=[CH:21][CH:20]=2)[N:8]=1)(=O)=O.CC1(C)C(C)(C)OB([C:37]2[CH:38]=[C:39]([C:42]([O:44][CH3:45])=[O:43])[S:40][CH:41]=2)O1.C(=O)([O-])[O-].[Na+].[Na+].O.